From a dataset of Catalyst prediction with 721,799 reactions and 888 catalyst types from USPTO. Predict which catalyst facilitates the given reaction. (1) Reactant: [BH4-].[Na+].[CH2:3]([N:10]1[CH2:15][CH:14]([CH3:16])[C:13](=[O:17])[C:12]([CH3:20])([CH2:18][CH3:19])[CH2:11]1)[C:4]1[CH:9]=[CH:8][CH:7]=[CH:6][CH:5]=1. Product: [CH2:3]([N:10]1[CH2:15][CH:14]([CH3:16])[CH:13]([OH:17])[C:12]([CH3:20])([CH2:18][CH3:19])[CH2:11]1)[C:4]1[CH:5]=[CH:6][CH:7]=[CH:8][CH:9]=1. The catalyst class is: 5. (2) Reactant: COC1C=CC(P2(SP(C3C=CC(OC)=CC=3)(=S)S2)=[S:10])=CC=1.[CH2:23]([O:39][C:40]1[CH:45]=[CH:44][C:43]([C:46]2[CH:51]=[C:50]([Cl:52])[C:49]([C:53]3[CH:58]=[CH:57][C:56]([O:59][CH2:60][CH2:61][CH2:62][CH2:63][CH2:64][CH2:65][CH2:66][CH2:67][CH2:68][CH2:69][CH2:70][CH2:71][CH2:72][CH2:73][CH2:74][CH3:75])=[CH:55][CH:54]=3)=[C:48]([NH:76][C:77](=O)[C:78]3[CH:83]=[CH:82][CH:81]=[CH:80][CH:79]=3)[C:47]=2[Cl:85])=[CH:42][CH:41]=1)[CH2:24][CH2:25][CH2:26][CH2:27][CH2:28][CH2:29][CH2:30][CH2:31][CH2:32][CH2:33][CH2:34][CH2:35][CH2:36][CH2:37][CH3:38]. Product: [CH2:23]([O:39][C:40]1[CH:45]=[CH:44][C:43]([C:46]2[CH:51]=[C:50]([Cl:52])[C:49]([C:53]3[CH:58]=[CH:57][C:56]([O:59][CH2:60][CH2:61][CH2:62][CH2:63][CH2:64][CH2:65][CH2:66][CH2:67][CH2:68][CH2:69][CH2:70][CH2:71][CH2:72][CH2:73][CH2:74][CH3:75])=[CH:55][CH:54]=3)=[C:48]([NH:76][C:77](=[S:10])[C:78]3[CH:83]=[CH:82][CH:81]=[CH:80][CH:79]=3)[C:47]=2[Cl:85])=[CH:42][CH:41]=1)[CH2:24][CH2:25][CH2:26][CH2:27][CH2:28][CH2:29][CH2:30][CH2:31][CH2:32][CH2:33][CH2:34][CH2:35][CH2:36][CH2:37][CH3:38]. The catalyst class is: 159. (3) Reactant: [NH2:1][C:2]1[C:10]2[N:9]=[C:8]([CH3:11])[N:7]([CH3:12])[C:6]=2[CH:5]=[C:4]([C:13]([N:15]([CH3:17])[CH3:16])=[O:14])[CH:3]=1.[CH3:18][O:19][C:20]([NH:22][C:23]1[CH:30]=[CH:29][CH:28]=[C:27]([CH3:31])[C:24]=1[CH2:25]Cl)=[O:21].C(=O)([O-])[O-].[Na+].[Na+].[I-].[Na+]. Product: [CH3:17][N:15]([CH3:16])[C:13]([C:4]1[CH:3]=[C:2]([NH:1][CH2:25][C:24]2[C:27]([CH3:31])=[CH:28][CH:29]=[CH:30][C:23]=2[NH:22][C:20]([O:19][CH3:18])=[O:21])[C:10]2[N:9]=[C:8]([CH3:11])[N:7]([CH3:12])[C:6]=2[CH:5]=1)=[O:14]. The catalyst class is: 95. (4) Reactant: C[O:2][C:3](=O)[CH2:4][C@H:5]1[CH2:10][C@@H:9]([CH2:11][CH2:12][C:13]2[N:14]([CH:46]([CH3:48])[CH3:47])[C:15]([C:31](=[O:45])[N:32]([C:39]3[CH:44]=[CH:43][CH:42]=[CH:41][N:40]=3)[C:33]3[CH:38]=[CH:37][CH:36]=[CH:35][N:34]=3)=[C:16]([C:25]3[CH:30]=[CH:29][CH:28]=[CH:27][CH:26]=3)[C:17]=2[C:18]2[CH:23]=[CH:22][C:21]([F:24])=[CH:20][CH:19]=2)[O:8]C(C)(C)[O:6]1. Product: [N:34]1[CH:35]=[CH:36][CH:37]=[CH:38][C:33]=1[N:32]([C:39]1[CH:44]=[CH:43][CH:42]=[CH:41][N:40]=1)[C:31]([C:15]1[N:14]([CH:46]([CH3:48])[CH3:47])[C:13]([CH2:12][CH2:11][C@@H:9]2[CH2:10][C@@H:5]([OH:6])[CH2:4][C:3](=[O:2])[O:8]2)=[C:17]([C:18]2[CH:23]=[CH:22][C:21]([F:24])=[CH:20][CH:19]=2)[C:16]=1[C:25]1[CH:26]=[CH:27][CH:28]=[CH:29][CH:30]=1)=[O:45]. The catalyst class is: 290. (5) Reactant: [F:1][C:2]1[CH:3]=[C:4]([C:43]([CH3:47])([CH3:46])[C:44]#[N:45])[CH:5]=[C:6]2[C:11]=1[C:10](=[O:12])[N:9]([C:13]1[CH:18]=[CH:17][CH:16]=[C:15]([C:19]3[CH:24]=[C:23]([NH:25][C:26]4[CH:38]=[C:29]5[CH2:30][N:31]([CH:34]6[CH2:37][O:36][CH2:35]6)[CH2:32][CH2:33][N:28]5[N:27]=4)[C:22](=[O:39])[N:21]([CH3:40])[N:20]=3)[C:14]=1[CH:41]=[O:42])[CH:8]=[CH:7]2.CO.[BH4-].[Na+]. Product: [F:1][C:2]1[CH:3]=[C:4]([C:43]([CH3:47])([CH3:46])[C:44]#[N:45])[CH:5]=[C:6]2[C:11]=1[C:10](=[O:12])[N:9]([C:13]1[CH:18]=[CH:17][CH:16]=[C:15]([C:19]3[CH:24]=[C:23]([NH:25][C:26]4[CH:38]=[C:29]5[CH2:30][N:31]([CH:34]6[CH2:35][O:36][CH2:37]6)[CH2:32][CH2:33][N:28]5[N:27]=4)[C:22](=[O:39])[N:21]([CH3:40])[N:20]=3)[C:14]=1[CH2:41][OH:42])[CH:8]=[CH:7]2. The catalyst class is: 2. (6) Reactant: [NH2:1][C:2]1[N:7]=[C:6]([C:8]([O:10][CH3:11])=[O:9])[C:5]([Br:12])=[CH:4][CH:3]=1.[Br:13]Br. Product: [NH2:1][C:2]1[N:7]=[C:6]([C:8]([O:10][CH3:11])=[O:9])[C:5]([Br:12])=[CH:4][C:3]=1[Br:13]. The catalyst class is: 22. (7) Reactant: [CH2:1]([O:3][C:4](=[O:31])[CH:5]([N:16](CC1C=CC=CC=1)CC1C=CC=CC=1)[C:6]1[CH:11]=[CH:10][C:9]([O:12][CH3:13])=[CH:8][C:7]=1[O:14][CH3:15])[CH3:2]. Product: [CH2:1]([O:3][C:4](=[O:31])[CH:5]([NH2:16])[C:6]1[CH:11]=[CH:10][C:9]([O:12][CH3:13])=[CH:8][C:7]=1[O:14][CH3:15])[CH3:2]. The catalyst class is: 261.